This data is from Forward reaction prediction with 1.9M reactions from USPTO patents (1976-2016). The task is: Predict the product of the given reaction. Given the reactants C(=O)([O-])[O-].[NH4+:5].[NH4+].[CH3:7][C@@H:8]1[S:13][C:12]2[S:14][C:15]([S:17](Cl)(=[O:19])=[O:18])=[CH:16][C:11]=2[C:10](=[O:21])[CH2:9]1.S(=O)(=O)(O)O, predict the reaction product. The product is: [CH3:7][C@@H:8]1[S:13][C:12]2[S:14][C:15]([S:17]([NH2:5])(=[O:19])=[O:18])=[CH:16][C:11]=2[C:10](=[O:21])[CH2:9]1.